Dataset: Forward reaction prediction with 1.9M reactions from USPTO patents (1976-2016). Task: Predict the product of the given reaction. (1) Given the reactants [C:1]([C:5]1[CH:10]=[CH:9][C:8]([S:11]([NH:14][C:15]2[CH:16]=[C:17]3[C:21](=[CH:22][CH:23]=2)[NH:20][C:19]([C:24](O)=[O:25])=[C:18]3[C:27]2[CH:32]=[CH:31][CH:30]=[C:29]([O:33][CH3:34])[CH:28]=2)(=[O:13])=[O:12])=[CH:7][CH:6]=1)([CH3:4])([CH3:3])[CH3:2].[CH2:35]([CH2:37][NH2:38])[OH:36], predict the reaction product. The product is: [OH:36][CH2:35][CH2:37][NH:38][C:24]([C:19]1[NH:20][C:21]2[C:17]([C:18]=1[C:27]1[CH:32]=[CH:31][CH:30]=[C:29]([O:33][CH3:34])[CH:28]=1)=[CH:16][C:15]([NH:14][S:11]([C:8]1[CH:9]=[CH:10][C:5]([C:1]([CH3:2])([CH3:3])[CH3:4])=[CH:6][CH:7]=1)(=[O:12])=[O:13])=[CH:23][CH:22]=2)=[O:25]. (2) Given the reactants [F:1][C:2]([F:13])([F:12])[C:3]1[CH:11]=[CH:10][CH:9]=[CH:8][C:4]=1[C:5](Cl)=[O:6].[CH3:14][CH:15]([CH3:34])[CH2:16][CH2:17][CH2:18][NH:19][C:20]([C:22]1[N:23]=[N:24][C:25]([N:28]2[CH2:33][CH2:32][NH:31][CH2:30][CH2:29]2)=[CH:26][CH:27]=1)=[O:21], predict the reaction product. The product is: [CH3:14][CH:15]([CH3:34])[CH2:16][CH2:17][CH2:18][NH:19][C:20]([C:22]1[N:23]=[N:24][C:25]([N:28]2[CH2:33][CH2:32][N:31]([C:5](=[O:6])[C:4]3[CH:8]=[CH:9][CH:10]=[CH:11][C:3]=3[C:2]([F:13])([F:12])[F:1])[CH2:30][CH2:29]2)=[CH:26][CH:27]=1)=[O:21]. (3) Given the reactants [OH:1][CH:2]([C:26]1[CH:31]=[CH:30][C:29]([C:32]([CH3:37])([CH3:36])[C:33]([OH:35])=[O:34])=[CH:28][CH:27]=1)[CH2:3][CH2:4][CH2:5][N:6]1[CH2:11][CH2:10][CH:9]([C:12]([OH:25])([C:19]2[CH:24]=[CH:23][CH:22]=[CH:21][CH:20]=2)[C:13]2[CH:18]=[CH:17][CH:16]=[CH:15][CH:14]=2)[CH2:8][CH2:7]1.[ClH:38], predict the reaction product. The product is: [CH3:37][C:32]([C:33]([OH:35])=[O:34])([C:29]1[CH:30]=[CH:31][C:26]([CH:2]([OH:1])[CH2:3][CH2:4][CH2:5][N:6]2[CH2:7][CH2:8][CH:9]([C:12]([OH:25])([C:13]3[CH:14]=[CH:15][CH:16]=[CH:17][CH:18]=3)[C:19]3[CH:24]=[CH:23][CH:22]=[CH:21][CH:20]=3)[CH2:10][CH2:11]2)=[CH:27][CH:28]=1)[CH3:36].[ClH:38]. (4) Given the reactants [Cl:1][C:2]1[CH:7]=[CH:6][CH:5]=[C:4]([Cl:8])[C:3]=1[C:9]1[C:13]([CH2:14]O)=[C:12]([CH3:16])[O:11][N:10]=1.C(Br)(Br)(Br)[Br:18].C1C=CC(P(C2C=CC=CC=2)C2C=CC=CC=2)=CC=1, predict the reaction product. The product is: [Br:18][CH2:14][C:13]1[C:9]([C:3]2[C:2]([Cl:1])=[CH:7][CH:6]=[CH:5][C:4]=2[Cl:8])=[N:10][O:11][C:12]=1[CH3:16]. (5) Given the reactants Cl[CH2:2][C:3]([C:6]1[N:7](S(C)(=O)=O)[C:8]2[C:13]([CH:14]=1)=[CH:12][C:11]([N+:15]([O-:17])=[O:16])=[C:10]([C:18]([F:21])([F:20])[F:19])[CH:9]=2)([OH:5])[CH3:4].[Cl:26][C:27]1[CH:28]=[C:29]([SH:34])[CH:30]=[CH:31][C:32]=1[Cl:33].C[O-].[Na+], predict the reaction product. The product is: [Cl:26][C:27]1[CH:28]=[C:29]([S:34][CH2:2][C:3]([C:6]2[NH:7][C:8]3[C:13]([CH:14]=2)=[CH:12][C:11]([N+:15]([O-:17])=[O:16])=[C:10]([C:18]([F:20])([F:21])[F:19])[CH:9]=3)([OH:5])[CH3:4])[CH:30]=[CH:31][C:32]=1[Cl:33]. (6) Given the reactants [CH:1]1[CH:6]=[C:5]2[CH:7]=[C:8]([C:27]([OH:29])=[O:28])[C:9]([O-:26])=[C:10]([CH2:11][C:12]3[C:21]4[C:16](=[CH:17][CH:18]=[CH:19][CH:20]=4)[CH:15]=[C:14]([C:22]([OH:24])=[O:23])[C:13]=3[O-:25])[C:4]2=[CH:3][CH:2]=1.[Na+].[Na+].C[C@@H]([C@@H]1[C@@]2(C)[C@@H](O)C[C@@H]3[C@@]4(C)CC[C@@H](O)C[C@H]4C[C@@H](O)[C@H]3[C@@H]2CC1)CCC(O)=O, predict the reaction product. The product is: [CH:1]1[CH:2]=[CH:3][C:4]2[C:5](=[CH:7][C:8]([C:27]([OH:29])=[O:28])=[C:9]([OH:26])[C:10]=2[CH2:11][C:12]2[C:13]([OH:25])=[C:14]([C:22]([OH:24])=[O:23])[CH:15]=[C:16]3[C:21]=2[CH:20]=[CH:19][CH:18]=[CH:17]3)[CH:6]=1.